From a dataset of Protein-peptide binding for MDM2, ACE2, and 12ca5 with 34 validated binders. Binary Classification. Given protein and peptide amino acid sequences, predict whether they interact or not. The protein target is MDM2 with sequence MCNTNMSVPTDGAVTTSQIPASEQETLVRPKPLLLKLLKSVGAQKDTYTMKEVLFYLGQYIMTKRLYDEKQQHIVYCSNDLLGDLFGVPSFSVKEHRKIYTMIYRNLVVVNQQESSDSGTSVSENRCHLEGGSDQKDLVQELQEEKPSSSHLVSRPSTSSRRRAISETEENSDELSGERQRKRHKSDSISLSFDESLALCVIREICCERSSSSESTGTPSNPDLDAGVSEHSGDWLDQDSVSDQFSVEFEVESLDSEDYSLSEEGQELSDEDDEVYQVTVYQAGESDTDSFEEDPEISLADYWKCTSCNEMNPPLPSHCNRCWALRENWLPEDKGKDKGEISEKAKLENSTQAEEGFDVPDCKKTIVNDSRESCVEENDDKITQASQSQESEDYSQPSTSSSIIYSSQEDVKEFEREETQDKEESVESSLPLNAIEPCVICQGRPKNGCIVHGKTGHLMACFTCAKKLKKRNKPCPVCRQPIQMIVLTYFP. The peptide is ASFAAYWAALAAK.